This data is from Forward reaction prediction with 1.9M reactions from USPTO patents (1976-2016). The task is: Predict the product of the given reaction. Given the reactants C([O:3][C:4]([C:6]1[CH:10]=[C:9]([C:11]2[CH:16]=[CH:15][CH:14]=[CH:13][CH:12]=2)[S:8][C:7]=1[Cl:17])=[O:5])C, predict the reaction product. The product is: [Cl:17][C:7]1[S:8][C:9]([C:11]2[CH:12]=[CH:13][CH:14]=[CH:15][CH:16]=2)=[CH:10][C:6]=1[C:4]([OH:5])=[O:3].